Dataset: Forward reaction prediction with 1.9M reactions from USPTO patents (1976-2016). Task: Predict the product of the given reaction. (1) The product is: [CH3:35][O:36][C:37](=[O:40])[CH2:38][N:11]([S:8]([C:5]1[CH:6]=[CH:7][C:2]([Cl:1])=[CH:3][CH:4]=1)(=[O:10])=[O:9])[C:12]1[CH:32]=[CH:31][C:15]2[N:16]([C:25]3[CH:26]=[CH:27][CH:28]=[CH:29][CH:30]=3)[C:17]([C:19]3[CH:24]=[CH:23][CH:22]=[CH:21][CH:20]=3)=[N:18][C:14]=2[CH:13]=1. Given the reactants [Cl:1][C:2]1[CH:7]=[CH:6][C:5]([S:8]([NH:11][C:12]2[CH:32]=[CH:31][C:15]3[N:16]([C:25]4[CH:30]=[CH:29][CH:28]=[CH:27][CH:26]=4)[C:17]([C:19]4[CH:24]=[CH:23][CH:22]=[CH:21][CH:20]=4)=[N:18][C:14]=3[CH:13]=2)(=[O:10])=[O:9])=[CH:4][CH:3]=1.[H-].[Na+].[CH3:35][O:36][C:37](=[O:40])[CH2:38]Br.O, predict the reaction product. (2) Given the reactants [CH3:1][Li].[C:3]([C:6]1[N:11]=[CH:10][C:9]([O:12][C:13]2[C:14]([CH:28]3[CH2:32][CH2:31][CH2:30][N:29]3[C:33](=[O:35])[CH3:34])=[CH:15][C:16]3[NH:20][C:19]([C:21]4[CH:26]=[CH:25][CH:24]=[CH:23][N:22]=4)=[N:18][C:17]=3[CH:27]=2)=[CH:8][CH:7]=1)(=[O:5])[CH3:4].[Cl-].[NH4+], predict the reaction product. The product is: [OH:5][C:3]([C:6]1[N:11]=[CH:10][C:9]([O:12][C:13]2[C:14]([CH:28]3[CH2:32][CH2:31][CH2:30][N:29]3[C:33](=[O:35])[CH3:34])=[CH:15][C:16]3[NH:20][C:19]([C:21]4[CH:26]=[CH:25][CH:24]=[CH:23][N:22]=4)=[N:18][C:17]=3[CH:27]=2)=[CH:8][CH:7]=1)([CH3:1])[CH3:4]. (3) The product is: [OH:17][C:4]1[C:3]([NH:2][N:18]=[C:34]2[C:35](=[O:36])[N:31]([C:27]3[CH:26]=[C:25]4[C:30](=[CH:29][CH:28]=3)[CH2:22][CH2:23][CH2:24]4)[N:32]=[C:33]2[CH3:37])=[CH:8][CH:7]=[CH:6][C:5]=1[C:9]1[CH:10]=[C:11]([C:14]([OH:16])=[O:15])[S:12][CH:13]=1. Given the reactants Br.[NH2:2][C:3]1[C:4]([OH:17])=[C:5]([C:9]2[CH:10]=[C:11]([C:14]([OH:16])=[O:15])[S:12][CH:13]=2)[CH:6]=[CH:7][CH:8]=1.[N:18]([O-])=O.[Na+].[CH2:22]1[C:30]2[C:25](=[CH:26][C:27]([N:31]3[C:35](=[O:36])[CH2:34][C:33]([CH3:37])=[N:32]3)=[CH:28][CH:29]=2)[CH2:24][CH2:23]1.C(=O)(O)[O-].[Na+], predict the reaction product.